This data is from Catalyst prediction with 721,799 reactions and 888 catalyst types from USPTO. The task is: Predict which catalyst facilitates the given reaction. (1) Reactant: [CH:1]1([CH2:7][CH2:8][CH2:9][C:10]2([CH3:42])[C:19]3[C:14](=[CH:15][CH:16]=[CH:17][CH:18]=3)[C:13]([OH:20])=[C:12]([C:21]3[NH:26][C:25]4[CH:27]=[CH:28][C:29]([NH:31]C(=O)OC(C)(C)C)=[CH:30][C:24]=4[S:23](=[O:40])(=[O:39])[N:22]=3)[C:11]2=[O:41])[CH2:6][CH2:5][CH2:4][CH2:3][CH2:2]1.[ClH:43]. Product: [ClH:43].[NH2:31][C:29]1[CH:28]=[CH:27][C:25]2[NH:26][C:21]([C:12]3[C:11](=[O:41])[C:10]([CH2:9][CH2:8][CH2:7][CH:1]4[CH2:2][CH2:3][CH2:4][CH2:5][CH2:6]4)([CH3:42])[C:19]4[C:14]([C:13]=3[OH:20])=[CH:15][CH:16]=[CH:17][CH:18]=4)=[N:22][S:23](=[O:40])(=[O:39])[C:24]=2[CH:30]=1. The catalyst class is: 12. (2) Reactant: Cl[C:2]1[C:7](Cl)=[N:6][CH:5]=[CH:4][N:3]=1.[F:9][C:10]1[CH:16]=[CH:15][C:13]([NH2:14])=[CH:12][CH:11]=1. Product: [F:9][C:10]1[CH:16]=[CH:15][C:13]([NH:14][C:2]2[C:7]([NH:14][C:13]3[CH:15]=[CH:16][C:10]([F:9])=[CH:11][CH:12]=3)=[N:6][CH:5]=[CH:4][N:3]=2)=[CH:12][CH:11]=1. The catalyst class is: 673. (3) Reactant: Br[C:2]1[CH:3]=[C:4]2[C:9](=[C:10]([O:12][CH3:13])[CH:11]=1)[N:8]=[C:7]([NH:14][C:15]1[CH:20]=[CH:19][C:18]([S:21]([NH2:24])(=[O:23])=[O:22])=[CH:17][CH:16]=1)[N:6]=[CH:5]2.[CH3:25]B1OB(C)OB(C)O1.C(=O)([O-])[O-].[K+].[K+].CN(C=O)C. Product: [CH3:13][O:12][C:10]1[CH:11]=[C:2]([CH3:25])[CH:3]=[C:4]2[C:9]=1[N:8]=[C:7]([NH:14][C:15]1[CH:20]=[CH:19][C:18]([S:21]([NH2:24])(=[O:23])=[O:22])=[CH:17][CH:16]=1)[N:6]=[CH:5]2. The catalyst class is: 13. (4) Reactant: [H-].[H-].[H-].[H-].[Li+].[Al+3].[C:7]([OH:12])(=O)[CH:8]=[CH:9][CH3:10].[C:13]1([C:19]2[CH:24]=[CH:23][CH:22]=[CH:21][CH:20]=2)[CH:18]=[CH:17][CH:16]=[CH:15][CH:14]=1. Product: [C:13]1([C:19]2[CH:20]=[CH:21][CH:22]=[CH:23][CH:24]=2)[CH:18]=[CH:17][C:16]([C:9]([CH3:10])=[CH:8][CH2:7][OH:12])=[CH:15][CH:14]=1. The catalyst class is: 28. (5) Reactant: [F:1][C:2]1[CH:12]=[CH:11][CH:10]=[C:9]([F:13])[C:3]=1[C:4]([N:6]=[C:7]=[O:8])=[O:5].[CH3:14][NH:15][C:16]1[CH:21]=[CH:20][C:19]([S:22][C:23]([F:28])([F:27])[CH:24]([F:26])[F:25])=[CH:18][CH:17]=1.CCCCCC. Product: [F:1][C:2]1[CH:12]=[CH:11][CH:10]=[C:9]([F:13])[C:3]=1[C:4]([NH:6][C:7](=[O:8])[N:15]([CH3:14])[C:16]1[CH:17]=[CH:18][C:19]([S:22][C:23]([F:28])([F:27])[CH:24]([F:26])[F:25])=[CH:20][CH:21]=1)=[O:5]. The catalyst class is: 27. (6) Reactant: [CH2:1]([O:8][C:9]1[C:16]([F:17])=[CH:15][C:12]([CH:13]=[O:14])=[CH:11][C:10]=1[F:18])[C:2]1[CH:7]=[CH:6][CH:5]=[CH:4][CH:3]=1.[BH4-].[Na+]. Product: [CH2:1]([O:8][C:9]1[C:10]([F:18])=[CH:11][C:12]([CH2:13][OH:14])=[CH:15][C:16]=1[F:17])[C:2]1[CH:3]=[CH:4][CH:5]=[CH:6][CH:7]=1. The catalyst class is: 83.